Dataset: Reaction yield outcomes from USPTO patents with 853,638 reactions. Task: Predict the reaction yield, written as a fraction of the theoretical maximum amount of product (1.0 means a 100% yield; for example, 0.34 means a 34% yield). The reactants are [CH2:1]([S:4][C@:5]1([C:32]2[CH:37]=[CH:36][C:35]([C:38]3[CH:43]=[CH:42][CH:41]=[CH:40][CH:39]=3)=[CH:34][CH:33]=2)[CH2:9][N:8]([C:10](=[O:27])[C@@H:11]([NH:19][C:20]([O:22][C:23]([CH3:26])([CH3:25])[CH3:24])=[O:21])[CH2:12][CH2:13][CH2:14][CH2:15][CH2:16][CH:17]=C)[C@H:7]([C:28]([O:30][CH3:31])=[O:29])[CH2:6]1)[CH:2]=C.SC1N=CC=CC=1C(O)=O. The catalyst is ClCCl.CC1C=C(C)C(N2C(=[Ru](Cl)(Cl)=CC3C=CC=CC=3OC(C)C)N(C3C(C)=CC(C)=CC=3C)CC2)=C(C)C=1. The product is [C:35]1([C:38]2[CH:39]=[CH:40][CH:41]=[CH:42][CH:43]=2)[CH:36]=[CH:37][C:32]([C@@:5]23[CH2:9][N:8]([C@H:7]([C:28]([O:30][CH3:31])=[O:29])[CH2:6]2)[C:10](=[O:27])[C@@H:11]([NH:19][C:20]([O:22][C:23]([CH3:25])([CH3:26])[CH3:24])=[O:21])[CH2:12][CH2:13][CH2:14][CH2:15][CH2:16][CH:17]=[CH:2][CH2:1][S:4]3)=[CH:33][CH:34]=1. The yield is 0.713.